From a dataset of Forward reaction prediction with 1.9M reactions from USPTO patents (1976-2016). Predict the product of the given reaction. (1) Given the reactants [H-].[Na+].[C:3]([O:13][C:14]([CH3:17])([CH3:16])[CH3:15])(=[O:12])[CH2:4][C:5]([O:7][C:8]([CH3:11])([CH3:10])[CH3:9])=[O:6].[Br:18][C:19]1[CH:20]=[C:21]([O:26][C:27]2[C:32]([F:33])=[C:31](F)[CH:30]=[CH:29][C:28]=2[N+:35]([O-:37])=[O:36])[CH:22]=[C:23]([Cl:25])[CH:24]=1.OS([O-])(=O)=O.[Na+], predict the reaction product. The product is: [Br:18][C:19]1[CH:20]=[C:21]([O:26][C:27]2[C:32]([F:33])=[C:31]([CH:4]([C:5]([O:7][C:8]([CH3:9])([CH3:10])[CH3:11])=[O:6])[C:3]([O:13][C:14]([CH3:17])([CH3:16])[CH3:15])=[O:12])[CH:30]=[CH:29][C:28]=2[N+:35]([O-:37])=[O:36])[CH:22]=[C:23]([Cl:25])[CH:24]=1. (2) Given the reactants [Cl:1][C:2]1[CH:7]=[CH:6][C:5]([C:8]2[CH:13]=[C:12]([CH:14]([F:16])[F:15])[N:11]3[N:17]=[CH:18][CH:19]=[C:10]3[N:9]=2)=[CH:4][C:3]=1[CH3:20].C([O-])(=O)C.[Na+].[I:26]Cl, predict the reaction product. The product is: [Cl:1][C:2]1[CH:7]=[CH:6][C:5]([C:8]2[CH:13]=[C:12]([CH:14]([F:16])[F:15])[N:11]3[N:17]=[CH:18][C:19]([I:26])=[C:10]3[N:9]=2)=[CH:4][C:3]=1[CH3:20]. (3) Given the reactants [O:1]=[C:2]1[NH:10][C:5]2=[N:6][CH:7]=[CH:8][CH:9]=[C:4]2[N:3]1[CH:11]1[CH2:16][CH2:15][N:14]([C:17]2[N:22]=[CH:21][N:20]=[C:19]([C:23](O)=[O:24])[CH:18]=2)[CH2:13][CH2:12]1.[F:26][C:27]1[CH:28]=[C:29]2[C:33](=[CH:34][CH:35]=1)[NH:32][CH2:31][CH:30]2[CH3:36].CN(C(ON1N=NC2C=CC=CC1=2)=[N+](C)C)C.[B-](F)(F)(F)F, predict the reaction product. The product is: [F:26][C:27]1[CH:28]=[C:29]2[C:33](=[CH:34][CH:35]=1)[N:32]([C:23]([C:19]1[N:20]=[CH:21][N:22]=[C:17]([N:14]3[CH2:13][CH2:12][CH:11]([N:3]4[C:4]5[C:5](=[N:6][CH:7]=[CH:8][CH:9]=5)[NH:10][C:2]4=[O:1])[CH2:16][CH2:15]3)[CH:18]=1)=[O:24])[CH2:31][CH:30]2[CH3:36].